Dataset: Full USPTO retrosynthesis dataset with 1.9M reactions from patents (1976-2016). Task: Predict the reactants needed to synthesize the given product. (1) Given the product [N:33]1[C:34]2[C:29](=[CH:28][C:27]([C:24]3([C:21]4[N:7]5[CH:6]=[C:5]([C:8]6[CH:9]=[CH:10][C:11]([C:14]7([C:17]([OH:19])=[O:18])[CH2:16][CH2:15]7)=[CH:12][CH:13]=6)[CH:4]=[N:3][C:2]5=[N:1][CH:22]=4)[CH2:26][CH2:25]3)=[CH:36][CH:35]=2)[CH:30]=[CH:31][CH:32]=1, predict the reactants needed to synthesize it. The reactants are: [NH2:1][C:2]1[N:7]=[CH:6][C:5]([C:8]2[CH:13]=[CH:12][C:11]([C:14]3([C:17]([OH:19])=[O:18])[CH2:16][CH2:15]3)=[CH:10][CH:9]=2)=[CH:4][N:3]=1.Cl[CH:21]([C:24]1([C:27]2[CH:28]=[C:29]3[C:34](=[CH:35][CH:36]=2)[N:33]=[CH:32][CH:31]=[CH:30]3)[CH2:26][CH2:25]1)[CH:22]=O. (2) Given the product [F:27][C:28]1[CH:33]=[CH:32][C:31]([C:2]2[CH:7]=[CH:6][C:5]([CH2:8][N:9]3[C:14](=[O:15])[C:13]([C:16]([NH:18][CH2:19][C:20]([OH:22])=[O:21])=[O:17])=[C:12]([OH:23])[C:11]([CH:24]([CH3:26])[CH3:25])=[N:10]3)=[CH:4][CH:3]=2)=[CH:30][CH:29]=1, predict the reactants needed to synthesize it. The reactants are: Br[C:2]1[CH:7]=[CH:6][C:5]([CH2:8][N:9]2[C:14](=[O:15])[C:13]([C:16]([NH:18][CH2:19][C:20]([OH:22])=[O:21])=[O:17])=[C:12]([OH:23])[C:11]([CH:24]([CH3:26])[CH3:25])=[N:10]2)=[CH:4][CH:3]=1.[F:27][C:28]1[CH:33]=[CH:32][C:31](B(O)O)=[CH:30][CH:29]=1.C(=O)([O-])[O-].[K+].[K+].Cl. (3) Given the product [C:1]([O:5][C:6]([NH:8][CH:9]([C:28](=[O:35])[NH:29][CH2:30][CH2:31][CH2:32][CH2:33][CH3:34])[CH2:10][C:11]1[CH:16]=[CH:15][C:14]([NH:17][C:18]2[CH:26]=[CH:25][CH:24]=[CH:23][C:19]=2[C:20]([OH:22])=[O:21])=[C:13](/[CH:60]=[CH:59]/[C:58]([NH2:62])=[O:61])[CH:12]=1)=[O:7])([CH3:4])([CH3:3])[CH3:2], predict the reactants needed to synthesize it. The reactants are: [C:1]([O:5][C:6]([NH:8][CH:9]([C:28](=[O:35])[NH:29][CH2:30][CH2:31][CH2:32][CH2:33][CH3:34])[CH2:10][C:11]1[CH:16]=[CH:15][C:14]([NH:17][C:18]2[CH:26]=[CH:25][CH:24]=[CH:23][C:19]=2[C:20]([OH:22])=[O:21])=[C:13](I)[CH:12]=1)=[O:7])([CH3:4])([CH3:3])[CH3:2].CC1C=CC=CC=1P(C1C=CC=CC=1C)C1C=CC=CC=1C.[C:58]([NH2:62])(=[O:61])[CH:59]=[CH2:60].C(N(CC)CC)C.